This data is from Reaction yield outcomes from USPTO patents with 853,638 reactions. The task is: Predict the reaction yield, written as a fraction of the theoretical maximum amount of product (1.0 means a 100% yield; for example, 0.34 means a 34% yield). The reactants are [C:1]([C:3]1[C:12]2[C:7](=[CH:8][CH:9]=[CH:10][CH:11]=2)[C:6]([C:13]2[C:14]([S:19][CH2:20][C:21]([O:23]C)=[O:22])=[N:15][CH:16]=[CH:17][N:18]=2)=[CH:5][CH:4]=1)#[N:2].[OH-].[Na+]. The catalyst is CO. The product is [C:1]([C:3]1[C:12]2[C:7](=[CH:8][CH:9]=[CH:10][CH:11]=2)[C:6]([C:13]2[C:14]([S:19][CH2:20][C:21]([OH:23])=[O:22])=[N:15][CH:16]=[CH:17][N:18]=2)=[CH:5][CH:4]=1)#[N:2]. The yield is 0.860.